This data is from Full USPTO retrosynthesis dataset with 1.9M reactions from patents (1976-2016). The task is: Predict the reactants needed to synthesize the given product. (1) Given the product [Cl:1][C:2]1[CH:3]=[C:4]([CH:7]=[CH:8][C:9]=1[O:10][CH2:11][C:12]1[CH:13]=[N:14][C:15]([O:19][CH3:20])=[C:16]([Cl:18])[CH:17]=1)[C:5]([NH2:6])=[O:22], predict the reactants needed to synthesize it. The reactants are: [Cl:1][C:2]1[CH:3]=[C:4]([CH:7]=[CH:8][C:9]=1[O:10][CH2:11][C:12]1[CH:13]=[N:14][C:15]([O:19][CH3:20])=[C:16]([Cl:18])[CH:17]=1)[C:5]#[N:6].C(=O)([O-])[O-:22].[K+].[K+].OO. (2) The reactants are: [NH2:1][C:2]1[S:3][CH:4]=[C:5]([CH2:7][O:8]/[N:9]=[C:10](/[C:15]2[CH:20]=[CH:19][CH:18]=[CH:17][CH:16]=2)\[C:11](=[N:13]\[OH:14])\[NH2:12])[N:6]=1.C1N=CN([C:26](N2C=NC=C2)=[O:27])C=1. Given the product [NH2:1][C:2]1[S:3][CH:4]=[C:5]([CH2:7][O:8]/[N:9]=[C:10](/[C:15]2[CH:20]=[CH:19][CH:18]=[CH:17][CH:16]=2)\[C:11]2[NH:12][C:26](=[O:27])[O:14][N:13]=2)[N:6]=1, predict the reactants needed to synthesize it. (3) The reactants are: Cl.[C@@H:2]12[NH:9][C@@H:6]([CH2:7][CH2:8]1)[CH2:5][N:4]([C:10]1[CH:15]=[CH:14][N:13]=[C:12]([NH:16][C:17]3[CH:18]=[N:19][N:20]([CH3:22])[CH:21]=3)[N:11]=1)[CH2:3]2.[CH2:23]([O:25][C:26]([C:28]1[O:32][C:31](Cl)=[N:30][CH:29]=1)=[O:27])[CH3:24].P([O-])([O-])([O-])=O.[K+].[K+].[K+].CC(C1C=C(C(C)C)C(C2C=CC=CC=2P(C2CCCCC2)C2CCCCC2)=C(C(C)C)C=1)C. Given the product [CH3:22][N:20]1[CH:21]=[C:17]([NH:16][C:12]2[N:11]=[C:10]([N:4]3[CH2:5][C@H:6]4[N:9]([C:31]5[O:32][C:28]([C:26]([O:25][CH2:23][CH3:24])=[O:27])=[CH:29][N:30]=5)[C@H:2]([CH2:8][CH2:7]4)[CH2:3]3)[CH:15]=[CH:14][N:13]=2)[CH:18]=[N:19]1, predict the reactants needed to synthesize it. (4) Given the product [Cl:14][C:15]1[CH:27]=[CH:26][C:18]([CH2:19][N:20]2[CH:24]=[N:23][C:22]([NH:25][CH:10]3[CH2:11][CH2:12][N:7]([C:5]4[S:4][N:3]=[C:2]([CH3:1])[N:6]=4)[CH2:8][CH2:9]3)=[N:21]2)=[CH:17][CH:16]=1, predict the reactants needed to synthesize it. The reactants are: [CH3:1][C:2]1[N:6]=[C:5]([N:7]2[CH2:12][CH2:11][C:10](=O)[CH2:9][CH2:8]2)[S:4][N:3]=1.[Cl:14][C:15]1[CH:27]=[CH:26][C:18]([CH2:19][N:20]2[CH:24]=[N:23][C:22]([NH2:25])=[N:21]2)=[CH:17][CH:16]=1. (5) Given the product [O:22]([C:19]1[CH:18]=[CH:17][C:16]([CH:15]([C:31]([O:32][CH2:15][C:16]2[CH:21]=[CH:20][CH:19]=[CH:18][CH:17]=2)=[O:34])[CH2:14][CH2:13][CH2:12][NH2:11])=[CH:21][CH:20]=1)[CH2:24][CH2:25][O:26][CH2:27][CH2:28][O:29][CH3:30], predict the reactants needed to synthesize it. The reactants are: C([NH:11][CH2:12][CH2:13][CH2:14][CH2:15][C:16]1[CH:21]=[CH:20][C:19]([OH:22])=[CH:18][CH:17]=1)(OCC1C=CC=CC=1)=O.Br[CH2:24][CH2:25][O:26][CH2:27][CH2:28][O:29][CH3:30].[C:31](=[O:34])([O-])[O-:32].[K+].[K+].[I-].[Na+]. (6) Given the product [CH3:8][N:9]([CH3:10])[CH2:6][C:2]1[S:1][CH:5]=[CH:4][N:3]=1, predict the reactants needed to synthesize it. The reactants are: [S:1]1[CH:5]=[CH:4][N:3]=[C:2]1[CH:6]=O.[CH3:8][NH:9][CH3:10].[BH-](OC(C)=O)(OC(C)=O)OC(C)=O.[Na+].